From a dataset of Reaction yield outcomes from USPTO patents with 853,638 reactions. Predict the reaction yield, written as a fraction of the theoretical maximum amount of product (1.0 means a 100% yield; for example, 0.34 means a 34% yield). (1) The reactants are [C:1]([C:5]1[CH:9]=[C:8]([NH:10][C:11](=[O:36])[NH:12][C:13]2[C:22]3[C:17](=[CH:18][CH:19]=[CH:20][CH:21]=3)[C:16]([O:23][CH2:24][C:25]3[CH:30]=[CH:29][N:28]=[C:27]([NH:31][C:32](=[O:35])[CH2:33]Cl)[CH:26]=3)=[CH:15][CH:14]=2)[N:7]([C:37]2[CH:42]=[CH:41][C:40]([CH3:43])=[CH:39][CH:38]=2)[N:6]=1)([CH3:4])([CH3:3])[CH3:2].CCN(C(C)C)C(C)C.[NH:53]1[CH2:58][CH2:57][O:56][CH2:55][CH2:54]1. The yield is 0.200. The product is [C:1]([C:5]1[CH:9]=[C:8]([NH:10][C:11](=[O:36])[NH:12][C:13]2[C:22]3[C:17](=[CH:18][CH:19]=[CH:20][CH:21]=3)[C:16]([O:23][CH2:24][C:25]3[CH:30]=[CH:29][N:28]=[C:27]([NH:31][C:32](=[O:35])[CH2:33][N:53]4[CH2:58][CH2:57][O:56][CH2:55][CH2:54]4)[CH:26]=3)=[CH:15][CH:14]=2)[N:7]([C:37]2[CH:42]=[CH:41][C:40]([CH3:43])=[CH:39][CH:38]=2)[N:6]=1)([CH3:4])([CH3:3])[CH3:2]. The catalyst is C(Cl)Cl.CN(C=O)C. (2) The reactants are Br[C:2]1[CH:3]=[C:4]([NH:10][C:11]2[CH:19]=[C:14]3[CH2:15][O:16][CH2:17][CH2:18][N:13]3[N:12]=2)[C:5](=[O:9])[N:6]([CH3:8])[CH:7]=1.[C:20]([O:23][CH2:24][C:25]1[C:30](B2OC(C)(C)C(C)(C)O2)=[CH:29][CH:28]=[CH:27][C:26]=1[N:40]1[CH2:52][CH2:51][N:43]2[C:44]3[CH2:45][CH2:46][CH2:47][CH2:48][C:49]=3[CH:50]=[C:42]2[C:41]1=[O:53])(=[O:22])[CH3:21].COCCOC.C(=O)([O-])[O-].[Na+].[Na+]. The catalyst is C1C=CC([P]([Pd]([P](C2C=CC=CC=2)(C2C=CC=CC=2)C2C=CC=CC=2)([P](C2C=CC=CC=2)(C2C=CC=CC=2)C2C=CC=CC=2)[P](C2C=CC=CC=2)(C2C=CC=CC=2)C2C=CC=CC=2)(C2C=CC=CC=2)C2C=CC=CC=2)=CC=1.CO.CCOCC.O.CCOC(C)=O. The product is [C:20]([O:23][CH2:24][C:25]1[C:26]([N:40]2[CH2:52][CH2:51][N:43]3[C:44]4[CH2:45][CH2:46][CH2:47][CH2:48][C:49]=4[CH:50]=[C:42]3[C:41]2=[O:53])=[CH:27][CH:28]=[CH:29][C:30]=1[C:2]1[CH:3]=[C:4]([NH:10][C:11]2[CH:19]=[C:14]3[CH2:15][O:16][CH2:17][CH2:18][N:13]3[N:12]=2)[C:5](=[O:9])[N:6]([CH3:8])[CH:7]=1)(=[O:22])[CH3:21]. The yield is 0.890. (3) The reactants are [CH3:1][N:2]([CH3:19])[CH2:3][CH2:4][N:5]([CH3:18])[C:6]1[S:7][C:8]2[CH:14]=[C:13]([N+:15]([O-])=O)[CH:12]=[CH:11][C:9]=2[N:10]=1.[H][H]. The catalyst is [Pd].CCO.C1COCC1. The product is [CH3:1][N:2]([CH3:19])[CH2:3][CH2:4][N:5]([CH3:18])[C:6]1[S:7][C:8]2[CH:14]=[C:13]([NH2:15])[CH:12]=[CH:11][C:9]=2[N:10]=1. The yield is 0.800. (4) The reactants are O=C[C@@H]([C@H]([C@@H]([C@@H](CO)O)O)O)O.C1C=[N+]([C@@H]2O[C@H](COP(OP(OC[C@H]3O[C@@H](N4C5N=CN=C(N)C=5N=C4)[C@H](OP(O)(O)=O)[C@@H]3O)(O)=O)(O)=O)[C@@H](O)[C@H]2O)C=C(C(N)=O)C=1.[Cl:61][CH2:62][C:63](=[O:70])[CH2:64][C:65]([O:67][CH2:68][CH3:69])=[O:66].[OH-].[Na+]. The catalyst is O.C(OCCCC)(=O)C. The product is [Cl:61][CH2:62][C@@H:63]([OH:70])[CH2:64][C:65]([O:67][CH2:68][CH3:69])=[O:66]. The yield is 0.874. (5) The reactants are [CH2:1]([N:3]([CH2:6][CH3:7])[CH2:4][CH3:5])[CH3:2].CS(Cl)(=O)=O.OCC1[CH:20]=[CH:19][C:18]([CH:21]2[CH2:26][CH2:25][CH2:24][N:23]([C:27]([O:29][C:30]([CH3:33])([CH3:32])[CH3:31])=[O:28])[CH2:22]2)=[CH:17][CH:16]=1.N1CCCC1. The catalyst is ClCCl. The product is [N:3]1([CH2:6][C:7]2[CH:20]=[CH:19][C:18]([CH:21]3[CH2:26][CH2:25][CH2:24][N:23]([C:27]([O:29][C:30]([CH3:33])([CH3:32])[CH3:31])=[O:28])[CH2:22]3)=[CH:17][CH:16]=2)[CH2:4][CH2:5][CH2:2][CH2:1]1. The yield is 0.560. (6) The reactants are [OH:1][C:2]1[CH:9]=[CH:8][C:5]([CH:6]=[O:7])=[CH:4][CH:3]=1.F[C:11]1[CH:16]=[CH:15][CH:14]=[CH:13][N:12]=1.[H-].[Na+]. The catalyst is CN(C)C=O. The product is [N:12]1[CH:13]=[CH:14][CH:15]=[CH:16][C:11]=1[O:1][C:2]1[CH:9]=[CH:8][C:5]([CH:6]=[O:7])=[CH:4][CH:3]=1. The yield is 0.570.